This data is from Catalyst prediction with 721,799 reactions and 888 catalyst types from USPTO. The task is: Predict which catalyst facilitates the given reaction. (1) Reactant: [CH2:1](O)[CH3:2].CC([O:9][C:10](C)=[O:11])COC.CCO[Si]([O:23][CH2:24][CH3:25])(OCC)OCC.[N+]([O-])(O)=[O:27].[CH2:30]([OH:34])[CH2:31][CH2:32][CH3:33]. Product: [CH:1]1[C:31]([C:30]([OH:27])=[O:34])=[CH:32][C:33]2[C:10]([O:11][C:24](=[O:23])[C:25]=2[CH:2]=1)=[O:9]. The catalyst class is: 6. (2) Reactant: C(OC([N:8]1[C:12]2[CH:13]=[CH:14][CH:15]=[CH:16][C:11]=2[N:10]=[C:9]1[CH2:17][N:18]([CH2:29][CH2:30][NH:31]C(OC(C)(C)C)=O)[CH:19]1[C:28]2[N:27]=[CH:26][CH:25]=[CH:24][C:23]=2[CH2:22][CH2:21][CH2:20]1)=O)(C)(C)C.FC(F)(F)C(O)=O.[OH-].[Na+]. Product: [NH:8]1[C:12]2[CH:13]=[CH:14][CH:15]=[CH:16][C:11]=2[N:10]=[C:9]1[CH2:17][N:18]([CH:19]1[C:28]2[N:27]=[CH:26][CH:25]=[CH:24][C:23]=2[CH2:22][CH2:21][CH2:20]1)[CH2:29][CH2:30][NH2:31]. The catalyst class is: 4. (3) Reactant: [C:1]([Si:5](Cl)([CH3:7])[CH3:6])([CH3:4])([CH3:3])[CH3:2].[Br:9][C:10]1[CH:15]=[CH:14][C:13](/[CH:16]=[CH:17]/[CH2:18][OH:19])=[CH:12][CH:11]=1.N1C=CN=C1. Product: [Br:9][C:10]1[CH:11]=[CH:12][C:13](/[CH:16]=[CH:17]/[CH2:18][O:19][Si:5]([C:1]([CH3:4])([CH3:3])[CH3:2])([CH3:7])[CH3:6])=[CH:14][CH:15]=1. The catalyst class is: 646. (4) Reactant: C([C:5]1[CH:15]=[CH:14][C:8]([CH:9]=[CH:10][C:11]([OH:13])=[O:12])=[CH:7][CH:6]=1)(C)(C)C.C([O:19][CH2:20][CH3:21])(=O)C.[H][H].[CH2:24](O)C. Product: [CH2:20]([O:19][C:5]1[CH:6]=[CH:7][C:8]([CH2:9][CH2:10][C:11]([OH:13])=[O:12])=[CH:14][CH:15]=1)[CH2:21][CH3:24]. The catalyst class is: 45. (5) Reactant: Cl[C:2]1[CH:7]=[C:6]([C:8]2[CH:13]=[CH:12][C:11]([Cl:14])=[C:10]([Cl:15])[CH:9]=2)[N:5]=[CH:4][N:3]=1.[CH3:16][O:17][C:18]([CH:20]1[CH2:25][NH:24][CH2:23][CH2:22][N:21]1[C:26]([O:28][C:29]([CH3:32])([CH3:31])[CH3:30])=[O:27])=[O:19]. Product: [CH3:16][O:17][C:18]([CH:20]1[CH2:25][N:24]([C:2]2[CH:7]=[C:6]([C:8]3[CH:13]=[CH:12][C:11]([Cl:14])=[C:10]([Cl:15])[CH:9]=3)[N:5]=[CH:4][N:3]=2)[CH2:23][CH2:22][N:21]1[C:26]([O:28][C:29]([CH3:32])([CH3:31])[CH3:30])=[O:27])=[O:19]. The catalyst class is: 107. (6) Reactant: [Br:1][C:2]1[C:3]([Cl:12])=[C:4]([CH:8]=[C:9]([Br:11])[CH:10]=1)[C:5]([OH:7])=[O:6].[N+](=[CH2:15])=[N-]. Product: [Br:1][C:2]1[C:3]([Cl:12])=[C:4]([CH:8]=[C:9]([Br:11])[CH:10]=1)[C:5]([O:7][CH3:15])=[O:6]. The catalyst class is: 1. (7) Reactant: [ClH:1].C([N:6]([C:10]1[CH:15]=[CH:14][C:13]([CH2:16][N:17]2[C:21](=[O:22])[NH:20][C:19](=[O:23])[O:18]2)=[CH:12][N:11]=1)C(=O)O)(C)(C)C.Cl.C(OCC)(=O)C. Product: [ClH:1].[NH2:6][C:10]1[N:11]=[CH:12][C:13]([CH2:16][N:17]2[C:21](=[O:22])[NH:20][C:19](=[O:23])[O:18]2)=[CH:14][CH:15]=1. The catalyst class is: 71. (8) Reactant: [S:1]1[C:9]2[C:4](=[N:5][CH:6]=[CH:7][C:8]=2[CH2:10][C:11]([OH:13])=O)[CH:3]=[CH:2]1.[Cl-].[NH4+:15].N. Product: [S:1]1[C:9]2[C:4](=[N:5][CH:6]=[CH:7][C:8]=2[CH2:10][C:11]([NH2:15])=[O:13])[CH:3]=[CH:2]1. The catalyst class is: 8. (9) Reactant: [CH3:1][Si:2]([CH2:5][C:6]#[C:7][OH:8])([CH3:4])[CH3:3].CCN(CC)CC.[C:16](Cl)(=[O:20])[C:17]([CH3:19])=[CH2:18]. Product: [CH3:1][Si:2]([CH3:4])([CH3:3])[C:5]#[C:6][CH2:7][O:8][C:16](=[O:20])[C:17]([CH3:19])=[CH2:18]. The catalyst class is: 28. (10) Reactant: [CH:1]1([NH:4][C:5](=[O:23])[C:6]2[CH:11]=[C:10]([C:12]3[CH:13]=[C:14]4[C:18](=[CH:19][CH:20]=3)[NH:17][N:16]=[CH:15]4)[C:9]([CH3:21])=[C:8]([F:22])[CH:7]=2)[CH2:3][CH2:2]1.[H-].[Na+].Br.Br[CH2:28][C:29]1[CH:30]=[N:31][CH:32]=[CH:33][CH:34]=1. Product: [CH:1]1([NH:4][C:5](=[O:23])[C:6]2[CH:11]=[C:10]([C:12]3[CH:13]=[C:14]4[C:18](=[CH:19][CH:20]=3)[N:17]([CH2:28][C:29]3[CH:30]=[N:31][CH:32]=[CH:33][CH:34]=3)[N:16]=[CH:15]4)[C:9]([CH3:21])=[C:8]([F:22])[CH:7]=2)[CH2:2][CH2:3]1. The catalyst class is: 3.